This data is from Forward reaction prediction with 1.9M reactions from USPTO patents (1976-2016). The task is: Predict the product of the given reaction. (1) Given the reactants [CH2:1]([C:3](=[CH:6][CH2:7][C:8]1[C:9]([O:21][CH2:22][CH2:23][Si:24]([CH3:27])([CH3:26])[CH3:25])=[C:10]2[C:14](=[C:15]([CH3:19])[C:16]=1[CH2:17][CH3:18])[CH2:13][O:12][C:11]2=[O:20])[CH:4]=[O:5])[CH3:2].[BH4-].[Li+], predict the reaction product. The product is: [CH2:17]([C:16]1[C:15]([CH3:19])=[C:14]2[C:10](=[C:9]([O:21][CH2:22][CH2:23][Si:24]([CH3:25])([CH3:26])[CH3:27])[C:8]=1[CH2:7][CH:6]=[C:3]([CH2:4][OH:5])[CH2:1][CH3:2])[C:11](=[O:20])[O:12][CH2:13]2)[CH3:18]. (2) Given the reactants [N:1]1[CH:6]=[CH:5][CH:4]=[CH:3][CH:2]=1.N1C=CC([CH:13]=[O:14])=CC=1.[C:15]([C:18]1[CH:23]=[CH:22][CH:21]=[CH:20][CH:19]=1)(=O)[CH3:16], predict the reaction product. The product is: [C:18]1([C:15]([C:4]2[CH:5]=[CH:6][N:1]=[CH:2][CH:3]=2)=[CH:16][CH:13]=[O:14])[CH:23]=[CH:22][CH:21]=[CH:20][CH:19]=1. (3) Given the reactants Cl[CH2:2][CH2:3][O:4][C:5]1[CH:6]=[C:7]2[C:12](=[CH:13][C:14]=1[O:15][CH3:16])[N:11]=[C:10]([C:17]1[CH:22]=[CH:21][CH:20]=[C:19]([C:23]3[CH:28]=[CH:27][CH:26]=[CH:25][CH:24]=3)[CH:18]=1)[N:9]=[C:8]2[NH:29][C:30]1[CH:31]=[C:32]2[C:36](=[CH:37][CH:38]=1)[N:35]([C:39]([O:41][C:42]([CH3:45])([CH3:44])[CH3:43])=[O:40])[N:34]=[CH:33]2.[CH3:46][N:47]1[CH2:52][CH2:51][NH:50][CH2:49][CH2:48]1, predict the reaction product. The product is: [C:23]1([C:19]2[CH:18]=[C:17]([C:10]3[N:9]=[C:8]([NH:29][C:30]4[CH:31]=[C:32]5[C:36](=[CH:37][CH:38]=4)[N:35]([C:39]([O:41][C:42]([CH3:45])([CH3:43])[CH3:44])=[O:40])[N:34]=[CH:33]5)[C:7]4[C:12](=[CH:13][C:14]([O:15][CH3:16])=[C:5]([O:4][CH2:3][CH2:2][N:50]5[CH2:51][CH2:52][N:47]([CH3:46])[CH2:48][CH2:49]5)[CH:6]=4)[N:11]=3)[CH:22]=[CH:21][CH:20]=2)[CH:24]=[CH:25][CH:26]=[CH:27][CH:28]=1. (4) The product is: [CH3:30][C:28]1[S:29][C:25]2[CH:24]=[CH:23][C:22]([NH:21][C:16]([C:8]3[N:7]([C:2]4[CH:3]=[CH:4][CH:5]=[CH:6][N:1]=4)[C:11]4=[N:12][CH:13]=[CH:14][CH:15]=[C:10]4[CH:9]=3)=[O:18])=[CH:31][C:26]=2[N:27]=1. Given the reactants [N:1]1[CH:6]=[CH:5][CH:4]=[CH:3][C:2]=1[N:7]1[C:11]2=[N:12][CH:13]=[CH:14][CH:15]=[C:10]2[CH:9]=[C:8]1[C:16]([O:18]CC)=O.[NH2:21][C:22]1[CH:23]=[CH:24][C:25]2[S:29][C:28]([CH3:30])=[N:27][C:26]=2[CH:31]=1, predict the reaction product. (5) The product is: [NH2:13][C:10]1[CH:11]=[CH:12][C:7]([O:6][CH:1]2[CH2:2][CH2:3][CH2:4][CH2:5]2)=[C:8]([C:16]2[C:17]3[CH:26]=[CH:25][NH:24][C:18]=3[C:19](=[O:23])[N:20]([CH3:22])[CH:21]=2)[CH:9]=1. Given the reactants [CH:1]1([O:6][C:7]2[CH:12]=[CH:11][C:10]([N+:13]([O-])=O)=[CH:9][C:8]=2[C:16]2[C:17]3[CH:26]=[CH:25][NH:24][C:18]=3[C:19](=[O:23])[N:20]([CH3:22])[CH:21]=2)[CH2:5][CH2:4][CH2:3][CH2:2]1.CN1C=C(C2C=C([N+]([O-])=O)C=CC=2OC2C=CC=CC=2)C2C=CNC=2C1=O, predict the reaction product. (6) Given the reactants C([O:8][C:9]1[CH:36]=[CH:35][C:34]([N:37]([CH3:39])[CH3:38])=[CH:33][C:10]=1[C:11]([NH:13][C:14]1[CH:26]=[C:25]([C:27]2[CH:32]=[CH:31][CH:30]=[CH:29][CH:28]=2)[CH:24]=[CH:23][C:15]=1[C:16]([O:18][C:19]([CH3:22])([CH3:21])[CH3:20])=[O:17])=[O:12])C1C=CC=CC=1, predict the reaction product. The product is: [CH3:39][N:37]([CH3:38])[C:34]1[CH:35]=[CH:36][C:9]([OH:8])=[C:10]([CH:33]=1)[C:11]([NH:13][C:14]1[CH:26]=[C:25]([C:27]2[CH:32]=[CH:31][CH:30]=[CH:29][CH:28]=2)[CH:24]=[CH:23][C:15]=1[C:16]([O:18][C:19]([CH3:22])([CH3:21])[CH3:20])=[O:17])=[O:12]. (7) Given the reactants C([N:8]1[CH2:13][CH2:12][CH:11]([N:14]([C:49]2[CH:54]=[CH:53][CH:52]=[CH:51][N:50]=2)[C:15]([C:17]2[CH:22]=[CH:21][C:20]([O:23][CH3:24])=[CH:19][C:18]=2[N:25]2[CH2:30][CH2:29][CH:28]([CH2:31][O:32][C:33]3[CH:38]=[C:37]([CH:39]([CH:46]4[CH2:48][CH2:47]4)[CH2:40][C:41]([O:43][CH2:44][CH3:45])=[O:42])[CH:36]=[CH:35][N:34]=3)[CH2:27][CH2:26]2)=[O:16])[CH2:10][CH2:9]1)C1C=CC=CC=1, predict the reaction product. The product is: [CH:46]1([CH:39]([C:37]2[CH:36]=[CH:35][N:34]=[C:33]([O:32][CH2:31][CH:28]3[CH2:27][CH2:26][N:25]([C:18]4[CH:19]=[C:20]([O:23][CH3:24])[CH:21]=[CH:22][C:17]=4[C:15](=[O:16])[N:14]([CH:11]4[CH2:12][CH2:13][NH:8][CH2:9][CH2:10]4)[C:49]4[CH:54]=[CH:53][CH:52]=[CH:51][N:50]=4)[CH2:30][CH2:29]3)[CH:38]=2)[CH2:40][C:41]([O:43][CH2:44][CH3:45])=[O:42])[CH2:47][CH2:48]1.